This data is from In vitro SARS-CoV-2 activity screen of 1,480 approved drugs from Prestwick library. The task is: Binary Classification. Given a drug SMILES string, predict its activity (active/inactive) in a high-throughput screening assay against a specified biological target. (1) The molecule is O=S(=O)([O-])CCS.[Na+]. The result is 0 (inactive). (2) The compound is CNC(=O)OCc1cccc(COC(=O)NC)n1. The result is 0 (inactive). (3) The drug is CC(Oc1c(Cl)cccc1Cl)C1=NCCN1. The result is 0 (inactive). (4) The compound is CCCCc1oc2ccc(NS(C)(=O)=O)cc2c1C(=O)c1ccc(OCCCN(CCCC)CCCC)cc1.Cl. The result is 0 (inactive). (5) The molecule is COc1ccc(C(=O)c2ccccc2O)c(O)c1. The result is 0 (inactive). (6) The drug is C/C(=C(/CCOC(=O)c1ccccc1)SS/C(CCOC(=O)c1ccccc1)=C(\C)N(C=O)Cc1cnc(C)nc1N)N(C=O)Cc1cnc(C)nc1N. The result is 1 (active).